From a dataset of Full USPTO retrosynthesis dataset with 1.9M reactions from patents (1976-2016). Predict the reactants needed to synthesize the given product. (1) Given the product [CH2:1]([O:8][C:9]1[CH:10]=[C:11]2[C:12](=[CH:13][C:14]=1[O:15][CH3:16])[CH:20](/[CH:21]=[CH:22]/[C:23]1[CH:28]=[CH:27][N:26]=[C:25]([O:29][CH3:30])[CH:24]=1)[NH:19][CH2:18][CH2:17]2)[C:2]1[CH:7]=[CH:6][CH:5]=[CH:4][CH:3]=1, predict the reactants needed to synthesize it. The reactants are: [CH2:1]([O:8][C:9]1[CH:10]=[C:11]([CH2:17][CH2:18][NH:19][C:20](=O)/[CH:21]=[CH:22]/[C:23]2[CH:28]=[CH:27][N:26]=[C:25]([O:29][CH3:30])[CH:24]=2)[CH:12]=[CH:13][C:14]=1[O:15][CH3:16])[C:2]1[CH:7]=[CH:6][CH:5]=[CH:4][CH:3]=1.O=P(Cl)(Cl)Cl.[BH4-].[Na+]. (2) Given the product [CH3:30][N:31]([CH3:55])[C:32]([CH:34]1[CH2:35][CH2:36][N:37]([C:40]2[CH:41]=[C:42]([C:2]3[N:7]=[C:6]([NH:8][C:9]4[CH:14]=[CH:13][C:12]([C:15]5([NH:19][C:20](=[O:26])[O:21][C:22]([CH3:23])([CH3:24])[CH3:25])[CH2:18][CH2:17][CH2:16]5)=[CH:11][CH:10]=4)[C:5]([N+:27]([O-:29])=[O:28])=[CH:4][CH:3]=3)[CH:43]=[CH:44][CH:45]=2)[CH2:38][CH2:39]1)=[O:33], predict the reactants needed to synthesize it. The reactants are: Cl[C:2]1[N:7]=[C:6]([NH:8][C:9]2[CH:14]=[CH:13][C:12]([C:15]3([NH:19][C:20](=[O:26])[O:21][C:22]([CH3:25])([CH3:24])[CH3:23])[CH2:18][CH2:17][CH2:16]3)=[CH:11][CH:10]=2)[C:5]([N+:27]([O-:29])=[O:28])=[CH:4][CH:3]=1.[CH3:30][N:31]([CH3:55])[C:32]([CH:34]1[CH2:39][CH2:38][N:37]([C:40]2[CH:45]=[CH:44][CH:43]=[C:42](B3OC(C)(C)C(C)(C)O3)[CH:41]=2)[CH2:36][CH2:35]1)=[O:33]. (3) Given the product [C:1]([O:5][C:6]([N:8]1[CH2:17][CH2:16][C:15]2[C:10](=[CH:11][CH:12]=[C:13]([CH2:18][CH2:19][O:20][S:28]([C:25]3[CH:26]=[CH:27][C:22]([CH3:21])=[CH:23][CH:24]=3)(=[O:30])=[O:29])[CH:14]=2)[CH2:9]1)=[O:7])([CH3:4])([CH3:3])[CH3:2], predict the reactants needed to synthesize it. The reactants are: [C:1]([O:5][C:6]([N:8]1[CH2:17][CH2:16][C:15]2[C:10](=[CH:11][CH:12]=[C:13]([CH2:18][CH2:19][OH:20])[CH:14]=2)[CH2:9]1)=[O:7])([CH3:4])([CH3:3])[CH3:2].[CH3:21][C:22]1[CH:27]=[CH:26][C:25]([S:28](Cl)(=[O:30])=[O:29])=[CH:24][CH:23]=1. (4) Given the product [O:8]([CH2:7][C:4]1[CH:5]=[CH:6][N:1]=[CH:2][CH:3]=1)[Si:9]([C:12]([CH3:15])([CH3:14])[CH3:13])([CH3:11])[CH3:10], predict the reactants needed to synthesize it. The reactants are: [N:1]1[CH:6]=[CH:5][C:4]([CH2:7][OH:8])=[CH:3][CH:2]=1.[Si:9](Cl)([C:12]([CH3:15])([CH3:14])[CH3:13])([CH3:11])[CH3:10].N1C=CN=C1. (5) Given the product [CH3:19][C:17]1[S:18][C:14]([CH2:13][NH:11][C:1]23[CH2:8][CH:7]4[CH2:6][CH:5]([CH2:4][CH:3]([CH2:9]4)[CH2:2]2)[CH2:10]3)=[CH:15][N:16]=1, predict the reactants needed to synthesize it. The reactants are: [C:1]12([NH2:11])[CH2:10][CH:5]3[CH2:6][CH:7]([CH2:9][CH:3]([CH2:4]3)[CH2:2]1)[CH2:8]2.Cl[CH2:13][C:14]1[S:18][C:17]([CH3:19])=[N:16][CH:15]=1. (6) Given the product [Br:11][C:10]1[C:4]2[S:3][C:2]([NH:1][C:26]([C:24]3[S:25][C:21]([CH3:20])=[CH:22][CH:23]=3)=[O:27])=[N:6][C:5]=2[C:7]([O:12][CH3:13])=[CH:8][CH:9]=1, predict the reactants needed to synthesize it. The reactants are: [NH2:1][C:2]1[S:3][C:4]2[C:10]([Br:11])=[CH:9][CH:8]=[C:7]([O:12][CH3:13])[C:5]=2[N:6]=1.N1C=CC=CC=1.[CH3:20][C:21]1[S:25][C:24]([C:26](Cl)=[O:27])=[CH:23][CH:22]=1. (7) Given the product [OH:10][C:5]1[C:4]([CH:1]([CH3:3])[CH3:2])=[CH:9][CH:8]=[CH:7][C:6]=1[CH:29]=[O:30], predict the reactants needed to synthesize it. The reactants are: [CH:1]([C:4]1[CH:9]=[CH:8][CH:7]=[CH:6][C:5]=1[OH:10])([CH3:3])[CH3:2].C(N(CCCC)CCCC)CCC.[Sn](Cl)(Cl)(Cl)Cl.[CH2:29]=[O:30].Cl.